Regression. Given two drug SMILES strings and cell line genomic features, predict the synergy score measuring deviation from expected non-interaction effect. From a dataset of NCI-60 drug combinations with 297,098 pairs across 59 cell lines. Drug 1: CC12CCC3C(C1CCC2=O)CC(=C)C4=CC(=O)C=CC34C. Drug 2: CCN(CC)CCCC(C)NC1=C2C=C(C=CC2=NC3=C1C=CC(=C3)Cl)OC. Cell line: OVCAR-8. Synergy scores: CSS=80.7, Synergy_ZIP=5.87, Synergy_Bliss=6.82, Synergy_Loewe=-0.133, Synergy_HSA=6.71.